This data is from Full USPTO retrosynthesis dataset with 1.9M reactions from patents (1976-2016). The task is: Predict the reactants needed to synthesize the given product. (1) Given the product [NH3:23].[CH3:17][O:18][C:19]([CH:21]1[CH2:22][NH:23][CH2:24][CH2:25][C:26]21[O:15][CH2:12][CH2:13][O:14]2)=[O:20], predict the reactants needed to synthesize it. The reactants are: CC1C=CC(S(O)(=O)=O)=CC=1.[CH2:12]([OH:15])[CH2:13][OH:14].Cl.[CH3:17][O:18][C:19]([CH:21]1[C:26](=O)[CH2:25][CH2:24][NH:23][CH2:22]1)=[O:20]. (2) Given the product [C:19]([O:8][CH2:7][C@H:5]1[O:6][C@@H:1]([N:9]2[CH:13]=[C:12]([C:14]#[C:15][CH3:16])[CH:11]=[C:10]2[CH:17]=[O:18])[CH2:2][C@@H:3]1[OH:4])([C:20]1[CH:25]=[CH:24][CH:23]=[CH:22][CH:21]=1)([C:32]1[CH:33]=[CH:34][CH:35]=[CH:36][CH:37]=1)[C:26]1[CH:27]=[CH:28][CH:29]=[CH:30][CH:31]=1, predict the reactants needed to synthesize it. The reactants are: [C@@H:1]1([N:9]2[CH:13]=[C:12]([C:14]#[C:15][CH3:16])[CH:11]=[C:10]2[CH:17]=[O:18])[O:6][C@H:5]([CH2:7][OH:8])[C@@H:3]([OH:4])[CH2:2]1.[C:19](Cl)([C:32]1[CH:37]=[CH:36][CH:35]=[CH:34][CH:33]=1)([C:26]1[CH:31]=[CH:30][CH:29]=[CH:28][CH:27]=1)[C:20]1[CH:25]=[CH:24][CH:23]=[CH:22][CH:21]=1.C(NC(C)C)(C)C. (3) Given the product [F:26][C:27]1[CH:28]=[CH:29][C:30]([O:36][CH3:37])=[C:31]([C:9]2[N:13]3[C:14]4[N:22]=[C:21]([O:23][CH3:24])[CH:20]=[CH:19][C:15]=4[N:16]=[C:17]([CH3:18])[C:12]3=[C:11]([CH3:25])[N:10]=2)[CH:32]=1, predict the reactants needed to synthesize it. The reactants are: ClC1C=C([C:9]2[N:13]3[C:14]4[N:22]=[C:21]([O:23][CH3:24])[CH:20]=[CH:19][C:15]=4[N:16]=[C:17]([CH3:18])[C:12]3=[C:11]([CH3:25])[N:10]=2)C=C(Cl)C=1.[F:26][C:27]1[CH:28]=[CH:29][C:30]([O:36][CH3:37])=[C:31](B(O)O)[CH:32]=1.C([O-])([O-])=O.[K+].[K+].